Dataset: Forward reaction prediction with 1.9M reactions from USPTO patents (1976-2016). Task: Predict the product of the given reaction. (1) Given the reactants C[O:2][C:3]([C:5]1[CH:9]=[C:8]([OH:10])[N:7]([CH3:11])[N:6]=1)=[O:4].CN(C=O)C.C([O-])([O-])=O.[K+].[K+].[CH3:23][O:24][C:25]1[CH:32]=[CH:31][C:28]([CH2:29]Cl)=[CH:27][CH:26]=1.CO.[Li+].[OH-].O, predict the reaction product. The product is: [CH3:23][O:24][C:25]1[CH:32]=[CH:31][C:28]([CH2:29][O:10][C:8]2[N:7]([CH3:11])[N:6]=[C:5]([C:3]([OH:2])=[O:4])[CH:9]=2)=[CH:27][CH:26]=1. (2) Given the reactants CN(C)[CH:3]=[O:4].P(Cl)(Cl)(Cl)=O.[CH2:11]([O:13][C:14]([N:16]1[CH:25]=[CH:24][C:23]2[C:18](=[CH:19][C:20]([O:30][CH3:31])=[C:21]([O:26][C:27](=[O:29])[CH3:28])[CH:22]=2)[CH:17]1[CH2:32][C:33]1[CH:38]=[CH:37][CH:36]=[C:35]([O:39][CH2:40][CH3:41])[CH:34]=1)=[O:15])[CH3:12].C([O-])(=O)C.[K+], predict the reaction product. The product is: [CH2:11]([O:13][C:14]([N:16]1[CH:25]=[C:24]([CH:3]=[O:4])[C:23]2[C:18](=[CH:19][C:20]([O:30][CH3:31])=[C:21]([O:26][C:27](=[O:29])[CH3:28])[CH:22]=2)[CH:17]1[CH2:32][C:33]1[CH:38]=[CH:37][CH:36]=[C:35]([O:39][CH2:40][CH3:41])[CH:34]=1)=[O:15])[CH3:12]. (3) Given the reactants Cl[C:2]1[C:7]2[CH:8]=[CH:9][S:10][C:6]=2[CH:5]=[C:4]([C:11]2[CH:16]=[CH:15][C:14]([O:17]C)=[CH:13][CH:12]=2)[N:3]=1.[CH3:19][N:20]1[CH2:25][CH2:24][NH:23][CH2:22][CH2:21]1, predict the reaction product. The product is: [CH3:19][N:20]1[CH2:25][CH2:24][N:23]([C:2]2[C:7]3[CH:8]=[CH:9][S:10][C:6]=3[CH:5]=[C:4]([C:11]3[CH:16]=[CH:15][C:14]([OH:17])=[CH:13][CH:12]=3)[N:3]=2)[CH2:22][CH2:21]1.